Dataset: Forward reaction prediction with 1.9M reactions from USPTO patents (1976-2016). Task: Predict the product of the given reaction. (1) Given the reactants Br[C:2]1[C:7]([CH3:8])=[CH:6][C:5]([Br:9])=[CH:4][N:3]=1.[Cu][C:11]#[N:12].CN(C)C=O, predict the reaction product. The product is: [Br:9][C:5]1[CH:6]=[C:7]([CH3:8])[C:2]([C:11]#[N:12])=[N:3][CH:4]=1. (2) Given the reactants S(C1C=CC(C)=CC=1)([O-])(=O)=[O:2].[Br:12][C:13]1[CH:22]=[CH:21][C:20]([N+:23]([O-:25])=[O:24])=[C:19]2[C:14]=1[CH:15]=[CH:16][N+:17]([CH3:26])=[CH:18]2.C([O-])([O-])=O.[Na+].[Na+].OO, predict the reaction product. The product is: [Br:12][C:13]1[CH:22]=[CH:21][C:20]([N+:23]([O-:25])=[O:24])=[C:19]2[C:14]=1[CH:15]=[CH:16][N:17]([CH3:26])[C:18]2=[O:2]. (3) The product is: [F:37][C:33]1[CH:32]=[C:31]([C:5]2[C:4]3[C:8](=[C:9]([CH3:11])[CH:10]=[C:2]([NH2:51])[CH:3]=3)[N:7]([C:12]([C:13]3[CH:18]=[CH:17][CH:16]=[CH:15][CH:14]=3)([C:25]3[CH:26]=[CH:27][CH:28]=[CH:29][CH:30]=3)[C:19]3[CH:24]=[CH:23][CH:22]=[CH:21][CH:20]=3)[N:6]=2)[CH:36]=[CH:35][CH:34]=1. Given the reactants Br[C:2]1[CH:3]=[C:4]2[C:8](=[C:9]([CH3:11])[CH:10]=1)[N:7]([C:12]([C:25]1[CH:30]=[CH:29][CH:28]=[CH:27][CH:26]=1)([C:19]1[CH:24]=[CH:23][CH:22]=[CH:21][CH:20]=1)[C:13]1[CH:18]=[CH:17][CH:16]=[CH:15][CH:14]=1)[N:6]=[C:5]2[C:31]1[CH:36]=[CH:35][CH:34]=[C:33]([F:37])[CH:32]=1.C(=[NH:51])(C1C=CC=CC=1)C1C=CC=CC=1.C1(P(C2C=CC=CC=2)C2C=CC3C(=CC=CC=3)C=2C2C3C(=CC=CC=3)C=CC=2P(C2C=CC=CC=2)C2C=CC=CC=2)C=CC=CC=1, predict the reaction product. (4) Given the reactants [C:1]([C:4]1[C:20]([O:21][CH2:22][C@@H:23]([NH2:28])[CH2:24][CH:25]([CH3:27])[CH3:26])=[CH:19][C:7]2[N:8]([CH3:18])[C:9](=[O:17])[C:10]3[C:15]([C:6]=2[CH:5]=1)=[CH:14][CH:13]=[N:12][C:11]=3[CH3:16])(=[O:3])[CH3:2].[BH4-].[Na+], predict the reaction product. The product is: [NH2:28][C@@H:23]([CH2:24][CH:25]([CH3:27])[CH3:26])[CH2:22][O:21][C:20]1[C:4]([CH:1]([OH:3])[CH3:2])=[CH:5][C:6]2[C:15]3[C:10](=[C:11]([CH3:16])[N:12]=[CH:13][CH:14]=3)[C:9](=[O:17])[N:8]([CH3:18])[C:7]=2[CH:19]=1.